Dataset: Catalyst prediction with 721,799 reactions and 888 catalyst types from USPTO. Task: Predict which catalyst facilitates the given reaction. (1) Reactant: C([O:3][C:4]([C:6]1[S:7][C:8]([S:19][C:20]2[CH:25]=[CH:24][CH:23]=[CH:22][N:21]=2)=[C:9]2[C:17]3[N:16]([CH3:18])[N:15]=[CH:14][C:13]=3[CH2:12][CH2:11][C:10]=12)=[O:5])C.[OH-].[K+].Cl. Product: [CH3:18][N:16]1[C:17]2[C:9]3=[C:8]([S:19][C:20]4[CH:25]=[CH:24][CH:23]=[CH:22][N:21]=4)[S:7][C:6]([C:4]([OH:5])=[O:3])=[C:10]3[CH2:11][CH2:12][C:13]=2[CH:14]=[N:15]1. The catalyst class is: 353. (2) Reactant: [Cl:1][C:2]1[C:22]([Cl:23])=[CH:21][CH:20]=[C:19]([N+:24]([O-])=O)[C:3]=1[NH:4][C:5]1[S:9][C:8]2[CH:10]=[CH:11][CH:12]=[CH:13][C:7]=2[C:6]=1[C:14]([O:16][CH2:17][CH3:18])=[O:15].[H][H]. Product: [NH2:24][C:19]1[C:3]([NH:4][C:5]2[S:9][C:8]3[CH:10]=[CH:11][CH:12]=[CH:13][C:7]=3[C:6]=2[C:14]([O:16][CH2:17][CH3:18])=[O:15])=[C:2]([Cl:1])[C:22]([Cl:23])=[CH:21][CH:20]=1. The catalyst class is: 849. (3) Reactant: C([BH3-])#N.[Na+].[F:5][C:6]1[CH:7]=[C:8]2[C:13](=[CH:14][CH:15]=1)[N:12]=[CH:11][CH:10]=[CH:9]2. Product: [F:5][C:6]1[CH:7]=[C:8]2[C:13](=[CH:14][CH:15]=1)[NH:12][CH2:11][CH2:10][CH2:9]2. The catalyst class is: 15. (4) Reactant: [CH3:1][C:2]1[O:6][N:5]=[C:4]([C:7]([Cl:9])=[O:8])[CH:3]=1.[NH2:10][C:11]1[C:20]2[C:15](=[CH:16][C:17]([O:23][CH3:24])=[C:18]([O:21][CH3:22])[CH:19]=2)[N:14]=[C:13]([N:25]2[CH2:30][CH2:29][NH:28][CH2:27][CH2:26]2)[N:12]=1. Product: [ClH:9].[NH2:10][C:11]1[C:20]2[C:15](=[CH:16][C:17]([O:23][CH3:24])=[C:18]([O:21][CH3:22])[CH:19]=2)[N:14]=[C:13]([N:25]2[CH2:30][CH2:29][N:28]([C:7]([C:4]3[CH:3]=[C:2]([CH3:1])[O:6][N:5]=3)=[O:8])[CH2:27][CH2:26]2)[N:12]=1. The catalyst class is: 12.